From a dataset of Catalyst prediction with 721,799 reactions and 888 catalyst types from USPTO. Predict which catalyst facilitates the given reaction. (1) The catalyst class is: 10. Reactant: [Br:1][C:2]1[C:3](Cl)=[N:4][C:5]([Cl:8])=[N:6][CH:7]=1.C(N(CC)CC)C.[NH2:17][C@@H:18]([CH2:20][OH:21])[CH3:19]. Product: [Br:1][C:2]1[C:3]([NH:17][C@H:18]([CH3:19])[CH2:20][OH:21])=[N:4][C:5]([Cl:8])=[N:6][CH:7]=1. (2) Reactant: C([O:5][C:6](=[O:24])/[CH:7]=[CH:8]/[C:9]1[CH:10]=[C:11]2[C:16](=[N:17][CH:18]=1)[NH:15][C:14](=[O:19])[CH:13]([C:20]([O:22][CH3:23])=[O:21])[CH2:12]2)(C)(C)C.C(O)(C(F)(F)F)=O. Product: [CH3:23][O:22][C:20]([CH:13]1[C:14](=[O:19])[NH:15][C:16]2[N:17]=[CH:18][C:9](/[CH:8]=[CH:7]/[C:6]([OH:24])=[O:5])=[CH:10][C:11]=2[CH2:12]1)=[O:21]. The catalyst class is: 2. (3) Reactant: CCN(C(C)C)C(C)C.[CH3:10][N:11]1[CH2:16][CH2:15][NH:14][CH2:13][CH2:12]1.Cl[C:18]1[S:22][C:21]([NH:23][C:24]([N:26]([CH:33]2[CH2:38][CH2:37][CH2:36][CH2:35][CH2:34]2)[CH:27]2[CH2:32][CH2:31][CH2:30][CH2:29][CH2:28]2)=[O:25])=[N:20][C:19]=1[CH2:39][C:40]([O:42][CH2:43][CH3:44])=[O:41]. Product: [CH:27]1([N:26]([CH:33]2[CH2:38][CH2:37][CH2:36][CH2:35][CH2:34]2)[C:24](=[O:25])[NH:23][C:21]2[S:22][C:18]([N:14]3[CH2:15][CH2:16][N:11]([CH3:10])[CH2:12][CH2:13]3)=[C:19]([CH2:39][C:40]([O:42][CH2:43][CH3:44])=[O:41])[N:20]=2)[CH2:32][CH2:31][CH2:30][CH2:29][CH2:28]1. The catalyst class is: 2. (4) Reactant: [Br:1][C:2]1[CH:3]=[CH:4][CH:5]=[C:6]2[C:10]=1[NH:9][N:8]=[CH:7]2.[H-].[Na+].Cl[CH2:14][O:15][CH2:16][CH2:17][Si:18]([CH3:21])([CH3:20])[CH3:19].O. Product: [Br:1][C:2]1[CH:3]=[CH:4][CH:5]=[C:6]2[C:10]=1[N:9]([CH2:14][O:15][CH2:16][CH2:17][Si:18]([CH3:21])([CH3:20])[CH3:19])[N:8]=[CH:7]2. The catalyst class is: 7. (5) Reactant: Cl.[Cl:2][C:3]1[CH:4]=[C:5]2[C:9](=[CH:10][CH:11]=1)[NH:8][CH:7]=[C:6]2[CH2:12][CH2:13][NH2:14].[CH3:15][N:16]1[CH:20]=[CH:19][C:18]([C:21](Cl)=[O:22])=[N:17]1.C(N(CC)CC)C.C(OCC)(=O)C. Product: [Cl:2][C:3]1[CH:4]=[C:5]2[C:9](=[CH:10][CH:11]=1)[NH:8][CH:7]=[C:6]2[CH2:12][CH2:13][NH:14][C:21]([C:18]1[CH:19]=[CH:20][N:16]([CH3:15])[N:17]=1)=[O:22]. The catalyst class is: 4. (6) Product: [Cl:1][C:2]1[CH:3]=[CH:4][C:5]2[N:11]3[C:12]([CH3:15])=[N:13][N:14]=[C:10]3[CH:9]([CH2:16][CH2:17][C:18]([N:20]3[CH2:25][CH2:24][CH:23]([CH2:26][C:27]([OH:29])=[O:28])[CH2:22][CH2:21]3)=[O:19])[O:8][CH:7]([C:32]3[CH:37]=[CH:36][CH:35]=[C:34]([O:38][CH3:39])[C:33]=3[O:40][CH3:41])[C:6]=2[CH:42]=1. Reactant: [Cl:1][C:2]1[CH:3]=[CH:4][C:5]2[N:11]3[C:12]([CH3:15])=[N:13][N:14]=[C:10]3[CH:9]([CH2:16][CH2:17][C:18]([N:20]3[CH2:25][CH2:24][CH:23]([CH2:26][C:27]([O:29]CC)=[O:28])[CH2:22][CH2:21]3)=[O:19])[O:8][CH:7]([C:32]3[CH:37]=[CH:36][CH:35]=[C:34]([O:38][CH3:39])[C:33]=3[O:40][CH3:41])[C:6]=2[CH:42]=1.C(O)C.C(=O)([O-])[O-].[K+].[K+].Cl. The catalyst class is: 30. (7) Reactant: C(O[C:6](=O)[N:7]([C@H:9]([C:11](=[O:25])[NH:12][C@H:13]([C@H:21]([OH:24])[CH2:22][Cl:23])[CH2:14][C@H:15]([CH3:20])[CH2:16][CH2:17][CH:18]=[CH2:19])[CH3:10])C)(C)(C)C.Cl.CCOCC. Product: [ClH:23].[Cl:23][CH2:22][C@H:21]([C@@H:13]([NH:12][C:11](=[O:25])[C@@H:9]([NH:7][CH3:6])[CH3:10])[CH2:14][C@H:15]([CH3:20])[CH2:16][CH2:17][CH:18]=[CH2:19])[OH:24]. The catalyst class is: 2.